This data is from Forward reaction prediction with 1.9M reactions from USPTO patents (1976-2016). The task is: Predict the product of the given reaction. (1) The product is: [CH2:1]([C:3]1[C:4]([C:15]2[CH:16]=[C:17]3[C:21](=[CH:22][CH:23]=2)[N:20]([CH3:24])[C:19]([CH:25]2[NH:26][CH2:27][CH2:28][N:29]([C:31]([O:33][C:34]([CH3:35])([CH3:37])[CH3:36])=[O:32])[CH2:30]2)=[CH:18]3)=[N:5][C:6]([O:13][CH3:14])=[C:7]([C:9]([O:11][CH3:12])=[O:10])[CH:8]=1)[CH3:2]. Given the reactants [CH2:1]([C:3]1[C:4]([C:15]2[CH:16]=[C:17]3[C:21](=[CH:22][CH:23]=2)[N:20]([CH3:24])[C:19]([CH:25]2[CH2:30][N:29]([C:31]([O:33][C:34]([CH3:37])([CH3:36])[CH3:35])=[O:32])[CH2:28][CH2:27][N:26]2C(OCC2C=CC=CC=2)=O)=[CH:18]3)=[N:5][C:6]([O:13][CH3:14])=[C:7]([C:9]([O:11][CH3:12])=[O:10])[CH:8]=1)[CH3:2], predict the reaction product. (2) The product is: [Cl:1][C:2]1[N:7]=[C:6]([CH2:8][CH2:9][C:10]2[CH:11]=[N:12][CH:13]=[CH:14][CH:15]=2)[N:5]=[C:4]([N:16]2[CH2:17][CH2:18][O:19][CH2:20][CH2:21]2)[CH:3]=1. Given the reactants [Cl:1][C:2]1[N:7]=[C:6]([CH:8]=[CH:9][C:10]2[CH:11]=[N:12][CH:13]=[CH:14][CH:15]=2)[N:5]=[C:4]([N:16]2[CH2:21][CH2:20][O:19][CH2:18][CH2:17]2)[CH:3]=1, predict the reaction product. (3) Given the reactants [O:1]1[C:6]2[CH:7]=[CH:8][C:9]([C:11]3[C:12]([CH:21]([OH:26])[C:22]([O:24][CH3:25])=[O:23])=[C:13]4[C:18](=[CH:19][CH:20]=3)[N:17]=[CH:16][CH:15]=[CH:14]4)=[CH:10][C:5]=2[CH2:4][CH2:3][CH2:2]1.Cl(O)(=O)(=O)=O.C(=O)(O)[O-].[Na+], predict the reaction product. The product is: [C:5]([O:26][CH:21]([C:12]1[C:11]([C:9]2[CH:8]=[CH:7][C:6]3[O:1][CH2:2][CH2:3][CH2:4][C:5]=3[CH:10]=2)=[CH:20][CH:19]=[C:18]2[C:13]=1[CH:14]=[CH:15][CH:16]=[N:17]2)[C:22]([O:24][CH3:25])=[O:23])([CH3:10])([CH3:6])[CH3:4].